Predict the reaction yield, written as a fraction of the theoretical maximum amount of product (1.0 means a 100% yield; for example, 0.34 means a 34% yield). From a dataset of Reaction yield outcomes from USPTO patents with 853,638 reactions. The reactants are [F:1][CH:2]([F:22])[C:3]1[CH:8]=[CH:7][CH:6]=[CH:5][C:4]=1[C:9]1[NH:13][C:12]2[C:14]([C:19](O)=[O:20])=[CH:15][C:16]([F:18])=[CH:17][C:11]=2[N:10]=1.[CH3:23][C:24]1([CH3:38])[O:28][C@@H:27]([CH2:29][O:30][C:31]2[CH:32]=[C:33]([CH:35]=[CH:36][CH:37]=2)[NH2:34])[CH2:26][O:25]1. No catalyst specified. The product is [F:22][CH:2]([F:1])[C:3]1[CH:8]=[CH:7][CH:6]=[CH:5][C:4]=1[C:9]1[NH:10][C:11]2[CH:17]=[C:16]([F:18])[CH:15]=[C:14]([C:19]([NH:34][C:33]3[CH:35]=[CH:36][CH:37]=[C:31]([O:30][CH2:29][C@H:27]4[CH2:26][O:25][C:24]([CH3:38])([CH3:23])[O:28]4)[CH:32]=3)=[O:20])[C:12]=2[N:13]=1. The yield is 0.480.